Dataset: Acute oral toxicity (LD50) regression data from Zhu et al.. Task: Regression/Classification. Given a drug SMILES string, predict its toxicity properties. Task type varies by dataset: regression for continuous values (e.g., LD50, hERG inhibition percentage) or binary classification for toxic/non-toxic outcomes (e.g., AMES mutagenicity, cardiotoxicity, hepatotoxicity). Dataset: ld50_zhu. (1) The molecule is CCCCOC(=O)C=CC(=O)OCC1CO1. The rat oral LD50 is 2.51, given as -log10 of the dose in mol/kg body weight (higher means more acutely toxic). (2) The molecule is NC(C(=O)O)c1cc(=O)[nH]o1. The rat oral LD50 is 3.09, given as -log10 of the dose in mol/kg body weight (higher means more acutely toxic). (3) The molecule is C1COC(OCC2CO2)C(OCC2CO2)O1. The rat oral LD50 is 2.34, given as -log10 of the dose in mol/kg body weight (higher means more acutely toxic). (4) The compound is CC1CCCCOC1=O. The rat oral LD50 is 1.13, given as -log10 of the dose in mol/kg body weight (higher means more acutely toxic). (5) The compound is CCOP(=O)(OCC)Oc1ccc2c(C)c(Cl)c(=O)oc2c1. The rat oral LD50 is 4.54, given as -log10 of the dose in mol/kg body weight (higher means more acutely toxic). (6) The compound is COc1cc(C2c3cc4c(cc3C(OC3OC5COC(C)OC5C(O)C3O)C3COC(=O)C23)OCO4)cc(OC)c1O. The rat oral LD50 is 2.52, given as -log10 of the dose in mol/kg body weight (higher means more acutely toxic). (7) The molecule is CCCc1cc[nH]n1. The rat oral LD50 is 2.25, given as -log10 of the dose in mol/kg body weight (higher means more acutely toxic).